Dataset: Full USPTO retrosynthesis dataset with 1.9M reactions from patents (1976-2016). Task: Predict the reactants needed to synthesize the given product. Given the product [C:17]([NH:25][C:26]([NH:8][C:5]1[CH:4]=[C:3]([O:9][C:10]2[C:11]([CH3:16])=[N:12][CH:13]=[CH:14][CH:15]=2)[C:2]([Br:1])=[CH:7][N:6]=1)=[S:27])(=[O:24])[C:18]1[CH:23]=[CH:22][CH:21]=[CH:20][CH:19]=1, predict the reactants needed to synthesize it. The reactants are: [Br:1][C:2]1[C:3]([O:9][C:10]2[C:11]([CH3:16])=[N:12][CH:13]=[CH:14][CH:15]=2)=[CH:4][C:5]([NH2:8])=[N:6][CH:7]=1.[C:17]([N:25]=[C:26]=[S:27])(=[O:24])[C:18]1[CH:23]=[CH:22][CH:21]=[CH:20][CH:19]=1.